Dataset: Reaction yield outcomes from USPTO patents with 853,638 reactions. Task: Predict the reaction yield, written as a fraction of the theoretical maximum amount of product (1.0 means a 100% yield; for example, 0.34 means a 34% yield). (1) The reactants are [CH3:1][N:2]([CH3:13])[S:3]([N:6]1[CH:10]=[CH:9][C:8]([CH2:11][CH3:12])=[N:7]1)(=[O:5])=[O:4].[Br:14]N1C(=O)CCC1=O.O. The catalyst is O1CCCC1. The product is [CH3:1][N:2]([CH3:13])[S:3]([N:6]1[CH:10]=[C:9]([Br:14])[C:8]([CH2:11][CH3:12])=[N:7]1)(=[O:4])=[O:5]. The yield is 0.440. (2) The reactants are F[C:2]1[CH:3]=[N:4][CH:5]=[CH:6][C:7]=1[C:8]1[CH:15]=[CH:14][C:11]([C:12]#[N:13])=[CH:10][CH:9]=1.[S-2:16].[Na+].[Na+].Cl. The catalyst is CN(C=O)C. The product is [SH:16][C:2]1[CH:3]=[N:4][CH:5]=[CH:6][C:7]=1[C:8]1[CH:15]=[CH:14][C:11]([C:12]#[N:13])=[CH:10][CH:9]=1. The yield is 0.960. (3) The reactants are CN(C(ON1N=NC2C=CC=CC1=2)=[N+](C)C)C.[B-](F)(F)(F)F.C(N(CC)CC)C.[NH2:30][C:31]1[C:32]([C:38]([OH:40])=O)=[N:33][C:34]([Br:37])=[CH:35][N:36]=1.[C:41]([NH:49][NH2:50])(=[O:48])[C:42]1[CH:47]=[CH:46][CH:45]=[CH:44][CH:43]=1. The catalyst is CN(C=O)C.O. The product is [NH2:30][C:31]1[C:32]([C:38]([NH:50][NH:49][C:41]([C:42]2[CH:47]=[CH:46][CH:45]=[CH:44][CH:43]=2)=[O:48])=[O:40])=[N:33][C:34]([Br:37])=[CH:35][N:36]=1. The yield is 0.730. (4) The reactants are [CH2:1]1[C:13]2[NH:12][C:11]3[C:6](=[CH:7][C:8]([NH2:14])=[CH:9][CH:10]=3)[C:5]=2[CH2:4][CH2:3][CH2:2]1.[O:15]1[C:19]2[CH:20]=[CH:21][C:22]([C:24]3([C:27](O)=[O:28])[CH2:26][CH2:25]3)=[CH:23][C:18]=2[O:17][CH2:16]1.C(N(C(C)C)CC)(C)C.F[P-](F)(F)(F)(F)F.N1(OC(N(C)C)=[N+](C)C)C2N=CC=CC=2N=N1. The catalyst is C(#N)C. The product is [O:15]1[C:19]2[CH:20]=[CH:21][C:22]([C:24]3([C:27]([NH:14][C:8]4[CH:7]=[C:6]5[C:11](=[CH:10][CH:9]=4)[NH:12][C:13]4[CH2:1][CH2:2][CH2:3][CH2:4][C:5]5=4)=[O:28])[CH2:25][CH2:26]3)=[CH:23][C:18]=2[O:17][CH2:16]1. The yield is 0.700.